The task is: Predict the reactants needed to synthesize the given product.. This data is from Full USPTO retrosynthesis dataset with 1.9M reactions from patents (1976-2016). (1) Given the product [F:1][C:2]1[CH:3]=[CH:4][C:5]2[N:9]=[C:8]([C@@H:10]([NH:12][C:21]3[N:29]=[CH:28][N:27]=[C:26]4[C:22]=3[N:23]=[CH:24][NH:25]4)[CH3:11])[N:7]([CH:13]3[CH2:16][CH:15]([O:17][CH3:18])[CH2:14]3)[C:6]=2[CH:19]=1, predict the reactants needed to synthesize it. The reactants are: [F:1][C:2]1[CH:3]=[CH:4][C:5]2[N:9]=[C:8]([C@@H:10]([NH2:12])[CH3:11])[N:7]([C@H:13]3[CH2:16][C@@H:15]([O:17][CH3:18])[CH2:14]3)[C:6]=2[CH:19]=1.Cl[C:21]1[N:29]=[CH:28][N:27]=[C:26]2[C:22]=1[N:23]=[CH:24][N:25]2C1CCCCO1.CCN(C(C)C)C(C)C. (2) Given the product [Cl:1][C:2]1[CH:3]=[C:4]([C:8]2[O:12][N:11]=[C:10]([C@@H:13]3[N:17]4[CH2:18][CH2:19][N:20]([C:23]5[C:24]([C:29]#[N:30])=[N:25][CH:26]=[CH:27][N:28]=5)[CH2:21][C@@H:16]4[CH2:15][CH2:14]3)[CH:9]=2)[CH:5]=[CH:6][CH:7]=1, predict the reactants needed to synthesize it. The reactants are: [Cl:1][C:2]1[CH:3]=[C:4]([C:8]2[O:12][N:11]=[C:10]([C@@H:13]3[N:17]4[CH2:18][CH2:19][NH:20][CH2:21][C@@H:16]4[CH2:15][CH2:14]3)[CH:9]=2)[CH:5]=[CH:6][CH:7]=1.Cl[C:23]1[C:24]([C:29]#[N:30])=[N:25][CH:26]=[CH:27][N:28]=1.CCN(CC)CC. (3) Given the product [NH2:1][C:2]1[N:3]([CH3:33])[C:4](=[O:32])[C@:5]2([N:31]=1)[C:14]1[C:9](=[CH:10][CH:11]=[C:12]([C:15]3[CH:16]=[N:17][CH:18]=[C:19]([Cl:21])[CH:20]=3)[CH:13]=1)[CH2:8][C@@:7]([CH2:23][C:24]1[CH:29]=[CH:28][CH:27]=[CH:26][CH:25]=1)([CH3:22])[CH2:6]2, predict the reactants needed to synthesize it. The reactants are: [NH2:1][C:2]1[N:3]([CH3:33])[C:4](=[O:32])[C@:5]2([N:31]=1)[C:14]1[C:9](=[CH:10][CH:11]=[C:12]([C:15]3[CH:16]=[N:17][CH:18]=[C:19]([Cl:21])[CH:20]=3)[CH:13]=1)[CH2:8][C@@:7]([CH2:23][C:24]1[CH:29]=[CH:28][C:27](Br)=[CH:26][CH:25]=1)([CH3:22])[CH2:6]2.C(=O)=O.CC(C)=O.C([Li])(C)(C)C.N1C=C(B(O)O)C=NC=1.C([O-])([O-])=O.[Na+].[Na+]. (4) Given the product [ClH:1].[ClH:1].[N:2]12[CH2:7][CH2:6][CH:5]([CH2:8][CH2:9]1)[C@@H:4]([NH:10][C:11]([C:13]1[S:14][C:15]3[C:21]([C:22]4[CH:30]=[CH:29][CH:28]=[C:24]([C:25]([N:35]5[CH2:36][CH2:37][N:32]([CH3:31])[CH2:33][CH2:34]5)=[O:26])[CH:23]=4)=[CH:20][CH:19]=[CH:18][C:16]=3[CH:17]=1)=[O:12])[CH2:3]2, predict the reactants needed to synthesize it. The reactants are: [ClH:1].[N:2]12[CH2:9][CH2:8][CH:5]([CH2:6][CH2:7]1)[C@@H:4]([NH:10][C:11]([C:13]1[S:14][C:15]3[C:21]([C:22]4[CH:23]=[C:24]([CH:28]=[CH:29][CH:30]=4)[C:25](O)=[O:26])=[CH:20][CH:19]=[CH:18][C:16]=3[CH:17]=1)=[O:12])[CH2:3]2.[CH3:31][N:32]1[CH2:37][CH2:36][NH:35][CH2:34][CH2:33]1.